Dataset: Peptide-MHC class I binding affinity with 185,985 pairs from IEDB/IMGT. Task: Regression. Given a peptide amino acid sequence and an MHC pseudo amino acid sequence, predict their binding affinity value. This is MHC class I binding data. (1) The peptide sequence is AFEFINSLLK. The MHC is H-2-Kb with pseudo-sequence H-2-Kb. The binding affinity (normalized) is 0. (2) The peptide sequence is VLEWRFDSRL. The MHC is HLA-B40:02 with pseudo-sequence HLA-B40:02. The binding affinity (normalized) is 0.173. (3) The peptide sequence is MCHEGINPNMS. The binding affinity (normalized) is 0.257. The MHC is H-2-Kb with pseudo-sequence H-2-Kb. (4) The peptide sequence is ETLDVFGPI. The MHC is HLA-A30:01 with pseudo-sequence HLA-A30:01. The binding affinity (normalized) is 0.0847. (5) The peptide sequence is MYLKLRSETL. The MHC is HLA-A23:01 with pseudo-sequence HLA-A23:01. The binding affinity (normalized) is 0.649. (6) The binding affinity (normalized) is 0.632. The peptide sequence is VTIMSELVF. The MHC is Mamu-A01 with pseudo-sequence Mamu-A01.